This data is from NCI-60 drug combinations with 297,098 pairs across 59 cell lines. The task is: Regression. Given two drug SMILES strings and cell line genomic features, predict the synergy score measuring deviation from expected non-interaction effect. (1) Drug 1: CC1C(C(CC(O1)OC2CC(CC3=C2C(=C4C(=C3O)C(=O)C5=C(C4=O)C(=CC=C5)OC)O)(C(=O)C)O)N)O.Cl. Drug 2: C1=C(C(=O)NC(=O)N1)F. Cell line: T-47D. Synergy scores: CSS=31.7, Synergy_ZIP=-7.66, Synergy_Bliss=-7.59, Synergy_Loewe=-4.19, Synergy_HSA=-3.12. (2) Drug 1: CNC(=O)C1=CC=CC=C1SC2=CC3=C(C=C2)C(=NN3)C=CC4=CC=CC=N4. Drug 2: CN1C2=C(C=C(C=C2)N(CCCl)CCCl)N=C1CCCC(=O)O.Cl. Cell line: DU-145. Synergy scores: CSS=-1.54, Synergy_ZIP=2.41, Synergy_Bliss=3.82, Synergy_Loewe=0.00177, Synergy_HSA=0.209. (3) Drug 1: CC1OCC2C(O1)C(C(C(O2)OC3C4COC(=O)C4C(C5=CC6=C(C=C35)OCO6)C7=CC(=C(C(=C7)OC)O)OC)O)O. Drug 2: CC1=C(C(=O)C2=C(C1=O)N3CC4C(C3(C2COC(=O)N)OC)N4)N. Cell line: NCI-H460. Synergy scores: CSS=63.2, Synergy_ZIP=-4.85, Synergy_Bliss=-7.42, Synergy_Loewe=-3.50, Synergy_HSA=-1.54. (4) Drug 1: C1CC(=O)NC(=O)C1N2CC3=C(C2=O)C=CC=C3N. Drug 2: CN1C2=C(C=C(C=C2)N(CCCl)CCCl)N=C1CCCC(=O)O.Cl. Cell line: EKVX. Synergy scores: CSS=3.20, Synergy_ZIP=3.85, Synergy_Bliss=-0.632, Synergy_Loewe=0.669, Synergy_HSA=-0.399. (5) Drug 1: C1=CC(=CC=C1CC(C(=O)O)N)N(CCCl)CCCl.Cl. Drug 2: C(CN)CNCCSP(=O)(O)O. Cell line: SK-MEL-28. Synergy scores: CSS=5.39, Synergy_ZIP=-0.546, Synergy_Bliss=5.11, Synergy_Loewe=-1.32, Synergy_HSA=0.0640. (6) Drug 1: CNC(=O)C1=NC=CC(=C1)OC2=CC=C(C=C2)NC(=O)NC3=CC(=C(C=C3)Cl)C(F)(F)F. Drug 2: CCC1(C2=C(COC1=O)C(=O)N3CC4=CC5=C(C=CC(=C5CN(C)C)O)N=C4C3=C2)O.Cl. Cell line: NCI/ADR-RES. Synergy scores: CSS=18.3, Synergy_ZIP=-7.15, Synergy_Bliss=3.92, Synergy_Loewe=-14.8, Synergy_HSA=4.06. (7) Drug 1: C1=CC(=CC=C1CCCC(=O)O)N(CCCl)CCCl. Drug 2: CCN(CC)CCCC(C)NC1=C2C=C(C=CC2=NC3=C1C=CC(=C3)Cl)OC. Cell line: HL-60(TB). Synergy scores: CSS=73.8, Synergy_ZIP=-2.00, Synergy_Bliss=-4.32, Synergy_Loewe=-2.00, Synergy_HSA=-1.66. (8) Drug 1: C1=C(C(=O)NC(=O)N1)F. Drug 2: CC(C)NC(=O)C1=CC=C(C=C1)CNNC.Cl. Cell line: M14. Synergy scores: CSS=37.8, Synergy_ZIP=3.96, Synergy_Bliss=3.50, Synergy_Loewe=-3.68, Synergy_HSA=-0.138. (9) Drug 1: CN1CCC(CC1)COC2=C(C=C3C(=C2)N=CN=C3NC4=C(C=C(C=C4)Br)F)OC. Drug 2: CCC1(C2=C(COC1=O)C(=O)N3CC4=CC5=C(C=CC(=C5CN(C)C)O)N=C4C3=C2)O.Cl. Cell line: MOLT-4. Synergy scores: CSS=71.9, Synergy_ZIP=0.806, Synergy_Bliss=3.90, Synergy_Loewe=-22.9, Synergy_HSA=5.53. (10) Drug 1: C1=C(C(=O)NC(=O)N1)F. Drug 2: CNC(=O)C1=NC=CC(=C1)OC2=CC=C(C=C2)NC(=O)NC3=CC(=C(C=C3)Cl)C(F)(F)F. Cell line: NCI-H460. Synergy scores: CSS=59.5, Synergy_ZIP=-0.0131, Synergy_Bliss=-2.60, Synergy_Loewe=-4.30, Synergy_HSA=2.71.